This data is from Forward reaction prediction with 1.9M reactions from USPTO patents (1976-2016). The task is: Predict the product of the given reaction. (1) Given the reactants [I:1][C:2]1[CH:7]=[CH:6][NH:5][C:4](=[O:8])[CH:3]=1.I[CH2:10][CH2:11][OH:12].C([O-])([O-])=O.[K+].[K+], predict the reaction product. The product is: [OH:12][CH2:11][CH2:10][N:5]1[CH:6]=[CH:7][C:2]([I:1])=[CH:3][C:4]1=[O:8]. (2) Given the reactants Br[C:2]1[C:3]([CH3:19])=[N:4][N:5]([CH2:14][C:15]([F:18])([F:17])[CH3:16])[C:6]=1[C:7]1[CH:12]=[CH:11][C:10]([F:13])=[CH:9][CH:8]=1.CC1(C)C(C)(C)OB([C:28]2[CH:29]=[CH:30][C:31]3[O:36][CH2:35][C:34](=[O:37])[NH:33][C:32]=3[CH:38]=2)O1.C([O-])([O-])=O.[Cs+].[Cs+].C(OCC)(=O)C, predict the reaction product. The product is: [F:17][C:15]([F:18])([CH3:16])[CH2:14][N:5]1[C:6]([C:7]2[CH:12]=[CH:11][C:10]([F:13])=[CH:9][CH:8]=2)=[C:2]([C:28]2[CH:29]=[CH:30][C:31]3[O:36][CH2:35][C:34](=[O:37])[NH:33][C:32]=3[CH:38]=2)[C:3]([CH3:19])=[N:4]1. (3) Given the reactants C([O-])([O-])=O.[K+].[K+].S([O:12][CH3:13])(OC)(=O)=O.[F:14][C:15]1[CH:20]=[CH:19][C:18]([CH2:21][CH2:22][CH:23]2[O:28][C:27](=[O:29])[CH2:26][C:25](=O)[CH2:24]2)=[CH:17][CH:16]=1, predict the reaction product. The product is: [F:14][C:15]1[CH:16]=[CH:17][C:18]([CH2:21][CH2:22][C@@H:23]2[O:28][C:27](=[O:29])[CH:26]=[C:25]([O:12][CH3:13])[CH2:24]2)=[CH:19][CH:20]=1. (4) Given the reactants [CH2:1]([O:3][C:4]([C:6]1([C:9]2[CH:14]=[CH:13][C:12]([C:15]3[CH:20]=[CH:19][C:18]([C:21]4[O:25][N:24]=[C:23]([CH3:26])[C:22]=4[NH:27][C:28](=[O:36])[C:29]4[CH:34]=[CH:33][CH:32]=[C:31](Br)[CH:30]=4)=[CH:17][CH:16]=3)=[CH:11][CH:10]=2)[CH2:8][CH2:7]1)=[O:5])[CH3:2].[CH3:37][N:38]([CH2:40][C:41]1[CH:46]=[CH:45][CH:44]=[CH:43][C:42]=1B(O)O)[CH3:39], predict the reaction product. The product is: [CH2:1]([O:3][C:4]([C:6]1([C:9]2[CH:14]=[CH:13][C:12]([C:15]3[CH:20]=[CH:19][C:18]([C:21]4[O:25][N:24]=[C:23]([CH3:26])[C:22]=4[NH:27][C:28]([C:29]4[CH:30]=[C:31]([C:42]5[CH:43]=[CH:44][CH:45]=[CH:46][C:41]=5[CH2:40][N:38]([CH3:39])[CH3:37])[CH:32]=[CH:33][CH:34]=4)=[O:36])=[CH:17][CH:16]=3)=[CH:11][CH:10]=2)[CH2:8][CH2:7]1)=[O:5])[CH3:2]. (5) Given the reactants C(OC1C=NC(C2C=CC=CC=2C(N[C@H]2CCC[C@@H]2NC2C=NC(C(F)(F)F)=CN=2)=O)=NC=1)C.Cl.[CH:36]1([C:39]2[C:40]([NH:49][C@H:50]3[CH2:54][CH2:53][CH2:52][C@@H:51]3[NH2:55])=[N:41][CH:42]=[C:43]([C:45]([F:48])([F:47])[F:46])[N:44]=2)[CH2:38][CH2:37]1.[N:56]1[CH:61]=[CH:60][CH:59]=[N:58][C:57]=1[C:62]1[C:63]([C:68](O)=[O:69])=[N:64][CH:65]=[CH:66][CH:67]=1, predict the reaction product. The product is: [CH:36]1([C:39]2[C:40]([NH:49][C@H:50]3[CH2:54][CH2:53][CH2:52][C@@H:51]3[NH:55][C:68]([C:63]3[C:62]([C:57]4[N:56]=[CH:61][CH:60]=[CH:59][N:58]=4)=[CH:67][CH:66]=[CH:65][N:64]=3)=[O:69])=[N:41][CH:42]=[C:43]([C:45]([F:47])([F:48])[F:46])[N:44]=2)[CH2:37][CH2:38]1. (6) Given the reactants N1C2C(=NC=CC=2)N([O:10][C:11]2[C:12]3[CH:19]=[CH:18][S:17][C:13]=3[N:14]=[CH:15][N:16]=2)N=1.[C:20]([C:22]1[CH:23]=[C:24](B(O)O)[CH:25]=[CH:26][CH:27]=1)#[N:21].C([O-])([O-])=O.[Cs+].[Cs+], predict the reaction product. The product is: [N:14]1[C:13]2[S:17][CH:18]=[CH:19][C:12]=2[C:11]([O:10][C:26]2[CH:27]=[C:22]([CH:23]=[CH:24][CH:25]=2)[C:20]#[N:21])=[N:16][CH:15]=1. (7) Given the reactants C(=O)([O-])[O-].[Na+].[Na+].C1(P(C2C=CC=CC=2)C2C=CC=CC=2)C=CC=CC=1.[N:26]1[CH:31]=[CH:30][CH:29]=[C:28](B(O)O)[CH:27]=1.Br[C:36]1[CH:45]=[C:44]2[C:39]([C:40]3[N:49]4[CH2:50][CH2:51][CH2:52][N:53]([S:55]([CH3:58])(=[O:57])=[O:56])[CH2:54][C:48]4=[N:47][C:41]=3[C:42]([NH2:46])=[N:43]2)=[CH:38][CH:37]=1, predict the reaction product. The product is: [CH3:58][S:55]([N:53]1[CH2:52][CH2:51][CH2:50][N:49]2[C:40]3[C:39]4[C:44](=[CH:45][C:36]([C:28]5[CH:27]=[N:26][CH:31]=[CH:30][CH:29]=5)=[CH:37][CH:38]=4)[N:43]=[C:42]([NH2:46])[C:41]=3[N:47]=[C:48]2[CH2:54]1)(=[O:57])=[O:56]. (8) Given the reactants [CH3:1][O:2][C:3]1[CH:4]=[C:5]([CH:34]=[CH:35][CH:36]=1)[CH2:6][NH:7][C:8]1[N:13]2[N:14]=[CH:15][C:16]([C:17](O)=[O:18])=[C:12]2[N:11]=[CH:10][C:9]=1[C:20]([N:22]1[CH2:27][CH2:26][CH:25]([C:28]2[CH:33]=[CH:32][CH:31]=[CH:30][CH:29]=2)[CH2:24][CH2:23]1)=[O:21].[CH3:37][S:38]([NH2:41])(=[O:40])=[O:39], predict the reaction product. The product is: [CH3:1][O:2][C:3]1[CH:4]=[C:5]([CH:34]=[CH:35][CH:36]=1)[CH2:6][NH:7][C:8]1[N:13]2[N:14]=[CH:15][C:16]([C:17]([NH:41][S:38]([CH3:37])(=[O:40])=[O:39])=[O:18])=[C:12]2[N:11]=[CH:10][C:9]=1[C:20]([N:22]1[CH2:27][CH2:26][CH:25]([C:28]2[CH:29]=[CH:30][CH:31]=[CH:32][CH:33]=2)[CH2:24][CH2:23]1)=[O:21].